From a dataset of Reaction yield outcomes from USPTO patents with 853,638 reactions. Predict the reaction yield, written as a fraction of the theoretical maximum amount of product (1.0 means a 100% yield; for example, 0.34 means a 34% yield). (1) The reactants are [C:1]([C:3]1[C:11]2[C:6](=[N:7][CH:8]=[C:9]([S:12][CH3:13])[CH:10]=2)[N:5]([CH:14]2[CH2:17][CH2:16][CH2:15]2)[C:4]=1[C:18]1[CH:23]=[CH:22][C:21]([S:24]([NH:27][C:28]2([C:31]([F:34])([F:33])[F:32])[CH2:30][CH2:29]2)(=[O:26])=[O:25])=[CH:20][CH:19]=1)#N.[OH2:35].[OH-:36].[K+]. The catalyst is C(O)C. The product is [CH:14]1([N:5]2[C:6]3=[N:7][CH:8]=[C:9]([S:12][CH3:13])[CH:10]=[C:11]3[C:3]([C:1]([OH:36])=[O:35])=[C:4]2[C:18]2[CH:19]=[CH:20][C:21]([S:24](=[O:26])(=[O:25])[NH:27][C:28]3([C:31]([F:32])([F:33])[F:34])[CH2:29][CH2:30]3)=[CH:22][CH:23]=2)[CH2:17][CH2:16][CH2:15]1. The yield is 0.0600. (2) The reactants are C(N(CC)CC)C.[CH2:8]([N:10]([CH2:17][CH3:18])[CH2:11][CH2:12][O:13][CH2:14][CH2:15][OH:16])[CH3:9].[C:19](O)(=[O:41])[CH2:20][CH2:21][CH2:22][CH2:23][CH2:24][CH2:25][CH2:26][CH2:27][CH2:28][CH2:29][CH2:30][CH2:31][CH2:32][CH2:33][CH2:34][CH2:35][CH2:36][CH2:37][CH2:38][CH2:39][CH3:40]. The catalyst is ClCCl. The product is [C:19]([O:16][CH2:15][CH2:14][O:13][CH2:12][CH2:11][N:10]([CH2:8][CH3:9])[CH2:17][CH3:18])(=[O:41])[CH2:20][CH2:21][CH2:22][CH2:23][CH2:24][CH2:25][CH2:26][CH2:27][CH2:28][CH2:29][CH2:30][CH2:31][CH2:32][CH2:33][CH2:34][CH2:35][CH2:36][CH2:37][CH2:38][CH2:39][CH3:40]. The yield is 0.930. (3) The reactants are C(OC([N:8]1[CH2:13][CH2:12][N:11]([C:14](=[O:23])[C:15]2[CH:20]=[CH:19][CH:18]=[C:17]([C:21]#[N:22])[CH:16]=2)[CH2:10][CH2:9]1)=O)(C)(C)C.[ClH:24]. The catalyst is O1CCOCC1. The product is [ClH:24].[C:21]([C:17]1[CH:16]=[C:15]([C:14]([N:11]2[CH2:12][CH2:13][NH:8][CH2:9][CH2:10]2)=[O:23])[CH:20]=[CH:19][CH:18]=1)#[N:22]. The yield is 0.750. (4) The reactants are [CH:1]([S:4](Cl)(=[O:6])=[O:5])([CH3:3])[CH3:2].[CH2:8]([O:15][C@H:16]1[CH2:20][CH2:19][CH2:18][C@@H:17]1[NH2:21])[C:9]1[CH:14]=[CH:13][CH:12]=[CH:11][CH:10]=1.C1CCN2C(=NCCC2)CC1. The catalyst is C(Cl)Cl. The product is [CH3:2][CH:1]([S:4]([NH:21][CH:17]1[CH2:18][CH2:19][CH2:20][CH:16]1[O:15][CH2:8][C:9]1[CH:14]=[CH:13][CH:12]=[CH:11][CH:10]=1)(=[O:6])=[O:5])[CH3:3]. The yield is 0.950. (5) The reactants are [CH3:1][C:2]1[CH:13]=[CH:12][C:5]2[NH:6][C:7](=[O:11])[O:8][C:9](=[O:10])[C:4]=2[CH:3]=1.[H-].[Na+].[CH3:16]I. The catalyst is CN(C=O)C. The product is [CH3:16][N:6]1[C:5]2[CH:12]=[CH:13][C:2]([CH3:1])=[CH:3][C:4]=2[C:9](=[O:10])[O:8][C:7]1=[O:11]. The yield is 0.740. (6) The reactants are [CH2:1]([C:3]1[C:8](=[O:9])[N:7]2[N:10]=[CH:11][C:12]([C:13]#[N:14])=[C:6]2[NH:5][C:4]=1[CH2:15]O)[CH3:2].C1C=CC(P(C2C=CC=CC=2)C2C=CC=CC=2)=CC=1.C(Br)(Br)(Br)[Br:37]. The catalyst is C(Cl)Cl. The product is [Br:37][CH2:15][C:4]1[NH:5][C:6]2[N:7]([N:10]=[CH:11][C:12]=2[C:13]#[N:14])[C:8](=[O:9])[C:3]=1[CH2:1][CH3:2]. The yield is 0.500. (7) The reactants are [Cl:1][C:2]1[CH:3]=[C:4]([N:9]([CH2:14][CH:15]2[CH2:20][CH2:19][NH:18][CH2:17][CH2:16]2)[C:10](=[O:13])[CH2:11][CH3:12])[CH:5]=[CH:6][C:7]=1[Cl:8].Cl[CH:22](Cl)C.[C:35]([O:34][BH-]([O:34][C:35](=[O:37])[CH3:36])[O:34][C:35](=[O:37])[CH3:36])(=[O:37])[CH3:36].[Na+].C(=O)([O-])[OH:40].[Na+]. The catalyst is ClCCl. The product is [C:35]([OH:34])(=[O:37])/[CH:36]=[CH:11]/[C:10]([OH:13])=[O:40].[Cl:1][C:2]1[CH:3]=[C:4]([N:9]([CH2:14][CH:15]2[CH2:16][CH2:17][N:18]([CH3:22])[CH2:19][CH2:20]2)[C:10](=[O:13])[CH2:11][CH3:12])[CH:5]=[CH:6][C:7]=1[Cl:8]. The yield is 0.660.